Predict the reactants needed to synthesize the given product. From a dataset of Full USPTO retrosynthesis dataset with 1.9M reactions from patents (1976-2016). (1) Given the product [F:1][C:2]1[CH:3]=[C:4]([CH:9]([OH:13])[C:10]([O:12][CH3:18])=[O:11])[CH:5]=[C:6]([F:8])[CH:7]=1, predict the reactants needed to synthesize it. The reactants are: [F:1][C:2]1[CH:3]=[C:4]([CH:9]([OH:13])[C:10]([OH:12])=[O:11])[CH:5]=[C:6]([F:8])[CH:7]=1.B(O)(O)O.[CH3:18]O. (2) Given the product [F:1][C:2]1[CH:18]=[C:17]([N+:19]([O-:21])=[O:20])[CH:16]=[CH:15][C:3]=1[O:4][C:5]1[CH:10]=[CH:9][N:8]=[CH:7][C:6]=1[C:11]#[C:12][CH2:13][NH:14][C:24](=[O:25])[CH2:23][N:27]1[CH2:31][CH2:30][CH2:29][CH2:28]1, predict the reactants needed to synthesize it. The reactants are: [F:1][C:2]1[CH:18]=[C:17]([N+:19]([O-:21])=[O:20])[CH:16]=[CH:15][C:3]=1[O:4][C:5]1[CH:10]=[CH:9][N:8]=[CH:7][C:6]=1[C:11]#[C:12][CH2:13][NH2:14].Cl[CH2:23][C:24](Cl)=[O:25].[NH:27]1[CH2:31][CH2:30][CH2:29][C:28]1=O. (3) The reactants are: [C:1]([C:5]1[CH:6]=[C:7]([N:15]2[CH:19]=[C:18]([CH3:20])[C:17]([C:21]([O:23][CH3:24])=[O:22])=[CH:16]2)[CH:8]=[C:9]([C:11]2([CH3:14])[CH2:13][CH2:12]2)[CH:10]=1)([CH3:4])([CH3:3])[CH3:2].C1C(=O)N([Br:32])C(=O)C1.N1C=CC=CC=1. Given the product [Br:32][C:19]1[N:15]([C:7]2[CH:8]=[C:9]([C:11]3([CH3:14])[CH2:13][CH2:12]3)[CH:10]=[C:5]([C:1]([CH3:2])([CH3:3])[CH3:4])[CH:6]=2)[CH:16]=[C:17]([C:21]([O:23][CH3:24])=[O:22])[C:18]=1[CH3:20], predict the reactants needed to synthesize it. (4) Given the product [CH3:34][C:35]1[CH:42]=[CH:41][CH:40]=[C:39]([CH3:43])[C:36]=1[CH:37]=[CH:14][CH2:13][CH2:12][CH2:11][CH2:10][CH2:9][CH2:8][CH2:7][C:4]([OH:6])=[O:5], predict the reactants needed to synthesize it. The reactants are: [H-].[Na+].[Br-].[C:4]([CH2:7][CH2:8][CH2:9][CH2:10][CH2:11][CH2:12][CH2:13][CH2:14][P+](C1C=CC=CC=1)(C1C=CC=CC=1)C1C=CC=CC=1)([OH:6])=[O:5].[CH3:34][C:35]1[CH:42]=[CH:41][CH:40]=[C:39]([CH3:43])[C:36]=1[CH:37]=O.Cl.